Regression. Given a peptide amino acid sequence and an MHC pseudo amino acid sequence, predict their binding affinity value. This is MHC class I binding data. From a dataset of Peptide-MHC class I binding affinity with 185,985 pairs from IEDB/IMGT. (1) The peptide sequence is AALKNLCFY. The MHC is H-2-Kb with pseudo-sequence H-2-Kb. The binding affinity (normalized) is 0.0598. (2) The peptide sequence is RTRFFCIPK. The MHC is HLA-B35:01 with pseudo-sequence HLA-B35:01. The binding affinity (normalized) is 0.0847. (3) The peptide sequence is GLTSAVIDA. The MHC is HLA-A02:06 with pseudo-sequence HLA-A02:06. The binding affinity (normalized) is 0.332. (4) The MHC is HLA-B58:01 with pseudo-sequence HLA-B58:01. The peptide sequence is IATESIVIW. The binding affinity (normalized) is 0.936. (5) The peptide sequence is CRFPRAHKYQV. The MHC is Mamu-B03 with pseudo-sequence Mamu-B03. The binding affinity (normalized) is 0.402. (6) The peptide sequence is ALGGGATGV. The MHC is HLA-A02:01 with pseudo-sequence HLA-A02:01. The binding affinity (normalized) is 0.330. (7) The peptide sequence is TLTNTSIINH. The MHC is HLA-A33:01 with pseudo-sequence HLA-A33:01. The binding affinity (normalized) is 0. (8) The peptide sequence is QFLKFSLPFPFLYKFLL. The MHC is HLA-B07:02 with pseudo-sequence HLA-B07:02. The binding affinity (normalized) is 0.259. (9) The peptide sequence is AMGDAGGYK. The MHC is HLA-A11:01 with pseudo-sequence HLA-A11:01. The binding affinity (normalized) is 0.0472. (10) The peptide sequence is KVMVICYAY. The MHC is HLA-A11:01 with pseudo-sequence HLA-A11:01. The binding affinity (normalized) is 0.427.